Dataset: Full USPTO retrosynthesis dataset with 1.9M reactions from patents (1976-2016). Task: Predict the reactants needed to synthesize the given product. Given the product [Br:3][C:4]1[CH:5]=[C:6]2[C:11](=[CH:12][CH:13]=1)[C:10](=[O:14])[NH:9][CH:8]=[C:7]2[S:15][C@H:39]1[CH2:38][CH2:37][N:36]([C:46]([O:48][C:49]([CH3:51])([CH3:50])[CH3:52])=[O:47])[C@H:35]([CH2:34][O:33][Si:16]([C:29]([CH3:32])([CH3:31])[CH3:30])([C:23]2[CH:28]=[CH:27][CH:26]=[CH:25][CH:24]=2)[C:17]2[CH:22]=[CH:21][CH:20]=[CH:19][CH:18]=2)[CH2:40]1, predict the reactants needed to synthesize it. The reactants are: [BH4-].[Na+].[Br:3][C:4]1[CH:5]=[C:6]2[C:11](=[CH:12][CH:13]=1)[C:10](=[O:14])[NH:9][CH:8]=[C:7]2[SH:15].[Si:16]([O:33][CH2:34][C@@H:35]1[CH2:40][C@H:39](OS(C)(=O)=O)[CH2:38][CH2:37][N:36]1[C:46]([O:48][C:49]([CH3:52])([CH3:51])[CH3:50])=[O:47])([C:29]([CH3:32])([CH3:31])[CH3:30])([C:23]1[CH:28]=[CH:27][CH:26]=[CH:25][CH:24]=1)[C:17]1[CH:22]=[CH:21][CH:20]=[CH:19][CH:18]=1.C(=O)([O-])[O-].[K+].[K+].